From a dataset of Catalyst prediction with 721,799 reactions and 888 catalyst types from USPTO. Predict which catalyst facilitates the given reaction. (1) Reactant: [CH3:1][C:2]1([CH3:9])[CH2:7][CH2:6][C:5](=[O:8])[CH:4]=[CH:3]1.[NH:10]1[CH:14]=[CH:13][N:12]=[CH:11]1. Product: [N:10]1([CH:3]2[C:2]([CH3:9])([CH3:1])[CH2:7][CH2:6][C:5](=[O:8])[CH2:4]2)[CH:14]=[CH:13][N:12]=[CH:11]1. The catalyst class is: 2. (2) Reactant: [N:1]([CH2:4][CH2:5][O:6][CH2:7][CH2:8][O:9][CH2:10][CH2:11][O:12][CH2:13][CH2:14][O:15][CH2:16][CH2:17][O:18][CH2:19][CH2:20][O:21][CH2:22][CH2:23][O:24][CH2:25][CH2:26][OH:27])=[N+:2]=[N-:3].[C:28]1(C)[C:29]([S:34](Cl)(=[O:36])=[O:35])=[CH:30][CH:31]=[CH:32][CH:33]=1.N1C=CC=C[CH:40]=1. Product: [C:32]1([CH3:40])[CH:33]=[CH:28][C:29]([S:34]([O:27][CH2:26][CH2:25][O:24][CH2:23][CH2:22][O:21][CH2:20][CH2:19][O:18][CH2:17][CH2:16][O:15][CH2:14][CH2:13][O:12][CH2:11][CH2:10][O:9][CH2:8][CH2:7][O:6][CH2:5][CH2:4][N:1]=[N+:2]=[N-:3])(=[O:35])=[O:36])=[CH:30][CH:31]=1. The catalyst class is: 277. (3) Reactant: [O:1]1[CH:5]=[CH:4][CH:3]=[C:2]1[C:6]1[N:14]=[C:13]2[N:8]([C:9]([NH:28][CH2:29][CH2:30]O)=[N:10][CH:11]=[C:12]2[CH2:15][N:16]2[CH2:21][CH2:20][N:19]([C:22]3[CH:27]=[CH:26][CH:25]=[CH:24][CH:23]=3)[CH2:18][CH2:17]2)[N:7]=1.C(N(CC)CC)C.C(=O)([O-])[O-].[K+].[K+].CS(Cl)(=O)=O. Product: [O:1]1[CH:5]=[CH:4][CH:3]=[C:2]1[C:6]1[N:14]=[C:13]2[N:8]([C:9]3[N:10]([CH:11]=[C:12]2[CH2:15][N:16]2[CH2:21][CH2:20][N:19]([C:22]4[CH:27]=[CH:26][CH:25]=[CH:24][CH:23]=4)[CH2:18][CH2:17]2)[CH2:30][CH2:29][N:28]=3)[N:7]=1. The catalyst class is: 526. (4) The catalyst class is: 1. Reactant: [CH2:1]([C@@H:3]1[CH2:11][C:6]2(OCC[O:7]2)[CH2:5][C@@H:4]1[C:12]1[N:16]2[C:17]3[CH:23]=[CH:22][N:21]([S:24]([C:27]4[CH:33]=[CH:32][C:30]([CH3:31])=[CH:29][CH:28]=4)(=[O:26])=[O:25])[C:18]=3[N:19]=[CH:20][C:15]2=[N:14][N:13]=1)[CH3:2].Cl. Product: [CH2:1]([CH:3]1[CH:4]([C:12]2[N:16]3[C:17]4[CH:23]=[CH:22][N:21]([S:24]([C:27]5[CH:28]=[CH:29][C:30]([CH3:31])=[CH:32][CH:33]=5)(=[O:26])=[O:25])[C:18]=4[N:19]=[CH:20][C:15]3=[N:14][N:13]=2)[CH2:5][C:6](=[O:7])[CH2:11]1)[CH3:2]. (5) Reactant: [Cl:1][C:2]1[CH:3]=[C:4]([OH:8])[CH:5]=[CH:6][CH:7]=1.[H-].[Na+].[CH2:11]([N:13]([CH2:17][CH3:18])[C:14](Cl)=[O:15])[CH3:12]. Product: [CH2:11]([N:13]([CH2:17][CH3:18])[C:14](=[O:15])[O:8][C:4]1[CH:5]=[CH:6][CH:7]=[C:2]([Cl:1])[CH:3]=1)[CH3:12]. The catalyst class is: 7. (6) Reactant: CON(C)[C:4](=[O:29])[C:5]1[CH:10]=[CH:9][C:8]([C:11]2[CH:12]=[C:13]3[C:18](=[CH:19][CH:20]=2)[C:17](=[O:21])[N:16]([CH2:22][CH2:23][N:24]2[CH2:28][CH2:27][CH2:26][CH2:25]2)[CH2:15][CH2:14]3)=[CH:7][CH:6]=1.[CH:31]1([Mg]Br)[CH2:33][CH2:32]1. Product: [CH:31]1([C:4]([C:5]2[CH:10]=[CH:9][C:8]([C:11]3[CH:12]=[C:13]4[C:18](=[CH:19][CH:20]=3)[C:17](=[O:21])[N:16]([CH2:22][CH2:23][N:24]3[CH2:28][CH2:27][CH2:26][CH2:25]3)[CH2:15][CH2:14]4)=[CH:7][CH:6]=2)=[O:29])[CH2:33][CH2:32]1. The catalyst class is: 1. (7) Reactant: Cl[C:2]1[N:7]=[N:6][C:5]([NH:8][CH2:9][CH:10]2[CH2:15][CH2:14][N:13]([C:16]([O:18][CH2:19][C:20]3[CH:25]=[CH:24][CH:23]=[CH:22][CH:21]=3)=[O:17])[CH2:12][CH2:11]2)=[CH:4][CH:3]=1.[H][H]. Product: [N:7]1[CH:2]=[CH:3][CH:4]=[C:5]([NH:8][CH2:9][CH:10]2[CH2:15][CH2:14][N:13]([C:16]([O:18][CH2:19][C:20]3[CH:25]=[CH:24][CH:23]=[CH:22][CH:21]=3)=[O:17])[CH2:12][CH2:11]2)[N:6]=1. The catalyst class is: 470. (8) Reactant: [CH2:1]([N:8]1[CH:11]([CH3:12])[CH2:10][CH:9]1[C:13]([O:15]C)=[O:14])[C:2]1[CH:7]=[CH:6][CH:5]=[CH:4][CH:3]=1.[OH-].[Ba+2].[OH-].Cl. Product: [CH2:1]([N:8]1[CH:11]([CH3:12])[CH2:10][CH:9]1[C:13]([OH:15])=[O:14])[C:2]1[CH:3]=[CH:4][CH:5]=[CH:6][CH:7]=1. The catalyst class is: 6. (9) Reactant: [Cl:1][C:2]1[C:7]([S:8][CH3:9])=[C:6]([N:10]2[CH2:15][CH2:14][O:13][CH2:12][CH2:11]2)[N:5]=[C:4]([C:16]2[CH:21]=[CH:20][C:19]([OH:22])=[CH:18][CH:17]=2)[N:3]=1.[Cl:23][CH2:24][CH2:25][N:26]=[C:27]=[O:28].C1(C)C=CC=CC=1. Product: [Cl:1][C:2]1[C:7]([S:8][CH3:9])=[C:6]([N:10]2[CH2:15][CH2:14][O:13][CH2:12][CH2:11]2)[N:5]=[C:4]([C:16]2[CH:21]=[CH:20][C:19]([O:22][C:27](=[O:28])[NH:26][CH2:25][CH2:24][Cl:23])=[CH:18][CH:17]=2)[N:3]=1. The catalyst class is: 2.